Dataset: Full USPTO retrosynthesis dataset with 1.9M reactions from patents (1976-2016). Task: Predict the reactants needed to synthesize the given product. (1) Given the product [NH2:1][C:2]1[CH:10]=[C:9]([Cl:11])[CH:8]=[C:7]([Cl:12])[C:3]=1[C:4]([NH2:15])=[O:5], predict the reactants needed to synthesize it. The reactants are: [NH2:1][C:2]1[CH:10]=[C:9]([Cl:11])[CH:8]=[C:7]([Cl:12])[C:3]=1[C:4](O)=[O:5].Cl.C[N:15](C)CCCN=C=NCC.ON1C2C=CC=CC=2N=N1.CN1CCOCC1.[OH-].[NH4+]. (2) Given the product [Cl:27][C:12]1[C:11](=[O:28])[N:10]([C:8]2[CH:9]=[C:4]([CH:5]=[CH:6][C:7]=2[F:29])[CH2:3][NH:2][C:30](=[O:33])[CH2:31][CH3:32])[C:15]([CH3:16])=[CH:14][C:13]=1[O:17][CH2:18][C:19]1[CH:24]=[CH:23][C:22]([F:25])=[CH:21][C:20]=1[F:26], predict the reactants needed to synthesize it. The reactants are: Cl.[NH2:2][CH2:3][C:4]1[CH:5]=[CH:6][C:7]([F:29])=[C:8]([N:10]2[C:15]([CH3:16])=[CH:14][C:13]([O:17][CH2:18][C:19]3[CH:24]=[CH:23][C:22]([F:25])=[CH:21][C:20]=3[F:26])=[C:12]([Cl:27])[C:11]2=[O:28])[CH:9]=1.[C:30](Cl)(=[O:33])[CH2:31][CH3:32].C(N(CC)CC)C.[NH4+].[Cl-]. (3) The reactants are: [CH:1]1([CH2:4][OH:5])[CH2:3][CH2:2]1.F[C:7]1[CH:8]=[C:9]([CH3:16])[CH:10]=[CH:11][C:12]=1[N+:13]([O-:15])=[O:14].[CH:17]1([CH2:20][O:21][C:22]2[CH:28]=[C:27]([CH3:29])[CH:26]=[CH:25][C:23]=2[NH2:24])[CH2:19][CH2:18]1.[NH2:30][C:31]1[S:32][CH:33]=[CH:34][N:35]=1. Given the product [CH:1]1([CH2:4][O:5][C:7]2[CH:8]=[C:9]([CH3:16])[CH:10]=[CH:11][C:12]=2[N+:13]([O-:15])=[O:14])[CH2:3][CH2:2]1.[CH:17]1([CH2:20][O:21][C:22]2[CH:28]=[C:27]([CH3:29])[CH:26]=[CH:25][C:23]=2[NH:24][C:4]([NH:30][C:31]2[S:32][CH:33]=[CH:34][N:35]=2)=[O:5])[CH2:18][CH2:19]1, predict the reactants needed to synthesize it. (4) The reactants are: [N+:1]([C:4]1[CH:23]=[CH:22][C:7]([O:8][CH:9]2[CH2:14][CH2:13][N:12](C(OC(C)(C)C)=O)[CH2:11][CH2:10]2)=[C:6]([C:24]([F:27])([F:26])[F:25])[CH:5]=1)([O-:3])=[O:2].Cl. Given the product [N+:1]([C:4]1[CH:23]=[CH:22][C:7]([O:8][CH:9]2[CH2:14][CH2:13][NH:12][CH2:11][CH2:10]2)=[C:6]([C:24]([F:27])([F:25])[F:26])[CH:5]=1)([O-:3])=[O:2], predict the reactants needed to synthesize it. (5) Given the product [OH:1][NH:2][C:3](=[O:28])[C@@H:4]([NH:10][C:11](=[O:27])[C:12]1[CH:13]=[CH:14][C:15]([C:18]#[C:19][C:20]#[C:21][C@@H:22]2[CH2:24][C@H:23]2[CH2:25][OH:26])=[CH:16][CH:17]=1)[C:5]([CH3:9])([S:7]([CH3:8])=[O:29])[CH3:6], predict the reactants needed to synthesize it. The reactants are: [OH:1][NH:2][C:3](=[O:28])[C@@H:4]([NH:10][C:11](=[O:27])[C:12]1[CH:17]=[CH:16][C:15]([C:18]#[C:19][C:20]#[C:21][C@@H:22]2[CH2:24][C@H:23]2[CH2:25][OH:26])=[CH:14][CH:13]=1)[C:5]([CH3:9])([S:7][CH3:8])[CH3:6].[OH:29]O. (6) Given the product [F:12][C:13]1[CH:14]=[C:15]2[C:19](=[C:20]([F:22])[CH:21]=1)[NH:18][CH:17]=[C:16]2[CH2:23][CH2:24][CH:25]=[O:26], predict the reactants needed to synthesize it. The reactants are: Cl.FC1C=C(F)C=CC=1NN.[F:12][C:13]1[CH:14]=[C:15]2[C:19](=[C:20]([F:22])[CH:21]=1)[NH:18][CH:17]=[C:16]2[CH2:23][CH2:24][CH2:25][OH:26].O1C=CCCC1.O1CCOCC1. (7) The reactants are: C(O)(=O)C(C)O.C([O-])(=O)C(C)O.[Ca+2].C([O-])(=O)C(C)O.O.[C:21]([OH:33])(=[O:32])[CH2:22][C:23]([CH2:28][C:29]([OH:31])=[O:30])([C:25]([OH:27])=[O:26])[OH:24]. Given the product [C:21]([OH:33])(=[O:32])[CH2:22][C:23]([CH2:28][C:29]([OH:31])=[O:30])([C:25]([OH:27])=[O:26])[OH:24], predict the reactants needed to synthesize it.